Dataset: Experimentally validated miRNA-target interactions with 360,000+ pairs, plus equal number of negative samples. Task: Binary Classification. Given a miRNA mature sequence and a target amino acid sequence, predict their likelihood of interaction. (1) The miRNA is rno-miR-125a-3p with sequence ACAGGUGAGGUUCUUGGGAGCC. The protein sequence of the target gene is MAPPSTREPRVLSATSATKSDGEMVLPGFPDADSFVKFALGSVVAVTKASGGLPQFGDEYDFYRSFPGFQAFCETQGDRLLQCMSRVMQYHGCRSNIKDRSKVTELEDKFDLLVDANDVILERVGILLDEASGVNKNQQPVLPAGLQVPKTVVSSWNRKAAEYGKKAKSETFRLLHAKNIIRPQLKFREKIDNSNTPFLPKIFIKPNAQKPLPQALSKERRERPQDRPEDLDVPPALADFIHQQRTQQVEQDMFAHPYQYELNHFTPADAVLQKPQPQLYRPIEETPCHFISSLDELVEL.... Result: 0 (no interaction). (2) The miRNA is hsa-miR-7161-3p with sequence UAGAUCUUUGACUCUGGCAGUCUCCAGG. The protein sequence of the target gene is MEKNGNNRKLRVCVATCNRADYSKLAPIMFGIKTEPAFFELDVVVLGSHLIDDYGNTYRMIEQDDFDINTRLHTIVRGEDEAAMVESVGLALVKLPDVLNRLKPDIMIVHGDRFDALALATSAALMNIRILHIEGGEVSGTIDDSIRHAITKLAHYHVCCTRSAEQHLISMCEDHDRILLAGCPSYDKLLSAKNKDYMSIIRMWLGDDVKCKDYIVALQHPVTTDIKHSIKMFELTLDALISFNKRTLVLFPNIDAGSKEMVRVMRKKGIEHHPNFRAVKHVPFDQFIQLVAHAGCMIGN.... Result: 0 (no interaction). (3) The miRNA is mmu-let-7e-5p with sequence UGAGGUAGGAGGUUGUAUAGUU. The protein sequence of the target gene is MAEKAPPGLNRKTSRSTLSLPPEPVDIIRSKTCSRRVKINVGGLNHEVLWRTLDRLPRTRLGKLRDCNTHESLLEVCDDYNLNENEYFFDRHPGAFTSILNFYRTGKLHMMEEMCALSFGQELDYWGIDEIYLESCCQARYHQKKEQMNEELRREAETMREREGEEFDNTCCPDKRKKLWDLLEKPNSSVAAKILAIVSILFIVLSTIALSLNTLPELQETDEFGQLNDNRQLAHVEAVCIAWFTMEYLLRFLSSPNKWKFFKGPLNVIDLLAILPYYVTIFLTESNKSVLQFQNVRRVV.... Result: 0 (no interaction). (4) The miRNA is cel-miR-2-3p with sequence UAUCACAGCCAGCUUUGAUGUGC. The protein sequence of the target gene is MSPKRDGLGTGDGLHSQVLQEQVSTGDNLHECDSQGPSKDTLVREGKTYKCKECGSVFNKNSLLVRHQQIHTGVKPYECQECGKAFPEKVDFVRPMRIHTGEKPCKCVECGKVFNRRSHLLCYRQIHTGEKPYECSECGKTFSYHSVFIQHRVTHTGEKLFGCKECGKTFYYNSSLTRHMKIHTGEKPCKCSECGKTFTYRSVFFRHSMTHTAGKPYECKECGKGFYYSYSLTRHTRSHTGEKPYECLEHRKDFGYHSAFAQQSKIHSGGKNL. Result: 0 (no interaction). (5) The miRNA is hsa-miR-877-3p with sequence UCCUCUUCUCCCUCCUCCCAG. The protein sequence of the target gene is MEDTQAIDWDVEEEEETEQSSESLRCNVEPVGRLHIFSGAHGPEKDFPLHLGKNVVGRMPDCSVALPFPSISKQHAEIEILAWDKAPILRDCGSLNGTQILRPPKVLSPGVSHRLRDQELILFADLLCQYHRLDVSLPFVSRGPLTVEETPRVQGETQPQRLLLAEDSEEEVDFLSERRMVKKSRTTSSSVIVPESDEEGHSPVLGGLGPPFAFNLNSDTDVEEGQQPATEEASSAARRGATVEAKQSEAEVVTEIQLEKDQPLVKERDNDTKVKRGAGNGVVPAGVILERSQPPGEDSD.... Result: 1 (interaction). (6) The miRNA is hsa-miR-4728-5p with sequence UGGGAGGGGAGAGGCAGCAAGCA. The protein sequence of the target gene is MYKRNGLMASVLVTSATPQGSSSSDSLEGQSCDYASKSYDAVVFDVLKVTPEEFASQITLMDIPVFKAIQPEELASCGWSKKEKHSLAPNVVAFTRRFNQVSFWVVREILTAQTLKIRAEILSHFVKIAKKLLELNNLHSLMSVVSALQSAPIFRLTKTWALLNRKDKTTFEKLDYLMSKEDNYKRTRDYIRSLKMVPSIPYLGIYLLDLIYIDSAYPASGSIMENEQRSNQMNNILRIIADLQVSCSYDHLTTLPHVQKYLKSVRYIEELQKFVEDDNYKLSLRIEPGSSSPRLVSSKE.... Result: 0 (no interaction). (7) The miRNA is hsa-miR-338-3p with sequence UCCAGCAUCAGUGAUUUUGUUG. The protein sequence of the target gene is MDADSLLLSLELASGSGQGLSPDRRASLLTSLMLVKRDYRYDRVLFWGRILGLVADYYIAQGLSEDQLAPRKTLYSLNCTEWSLLPPATEEMVAQSSVVKGRFMGDPSYEYEHTELQKVNEGEKVFEEEIVVQIKEETRLVSVIDQIDKAVAIIPRGALFKTPFGPTHVNRTFEGLSLSEAKKLSSYFHFREPVELKNKTLLEKADLDPSLDFMDSLEHDIPKGSWSIQMERGNALVVLRSLLWPGLTFYHAPRTKNYGYVYVGTGEKNMDLPFML. Result: 0 (no interaction).